Dataset: Forward reaction prediction with 1.9M reactions from USPTO patents (1976-2016). Task: Predict the product of the given reaction. (1) Given the reactants [CH2:1]([N:8]1[CH2:13][CH2:12][C:11](=[O:14])[CH2:10][CH2:9]1)[C:2]1[CH:7]=[CH:6][CH:5]=[CH:4][CH:3]=1.[CH3:15][Mg]Br.[Cl-].[NH4+], predict the reaction product. The product is: [CH2:1]([N:8]1[CH2:13][CH2:12][C:11]([CH3:15])([OH:14])[CH2:10][CH2:9]1)[C:2]1[CH:3]=[CH:4][CH:5]=[CH:6][CH:7]=1. (2) Given the reactants C(N(CC)CC)C.O=C1CCC(=O)N1[O:15][C:16](=O)[CH2:17][C:18]#[N:19].[NH:21]1[CH2:26][CH2:25][CH2:24][C@@H:23]([NH:27][C:28]2[CH:33]=[CH:32][N:31]=[C:30]([C:34]3[N:38]4[CH:39]=[C:40]([C:43]#[N:44])[CH:41]=[CH:42][C:37]4=[N:36][CH:35]=3)[N:29]=2)[CH2:22]1, predict the reaction product. The product is: [C:18]([CH2:17][C:16]([N:21]1[CH2:26][CH2:25][CH2:24][C@@H:23]([NH:27][C:28]2[CH:33]=[CH:32][N:31]=[C:30]([C:34]3[N:38]4[CH:39]=[C:40]([C:43]#[N:44])[CH:41]=[CH:42][C:37]4=[N:36][CH:35]=3)[N:29]=2)[CH2:22]1)=[O:15])#[N:19]. (3) Given the reactants [OH-].[Na+].[CH3:3][C:4]1[C:17]([CH3:18])=[CH:16][C:15]([CH3:19])=[CH:14][C:5]=1[O:6][C:7]([CH3:13])([CH3:12])[C:8]([O:10]C)=[O:9], predict the reaction product. The product is: [CH3:3][C:4]1[C:17]([CH3:18])=[CH:16][C:15]([CH3:19])=[CH:14][C:5]=1[O:6][C:7]([CH3:13])([CH3:12])[C:8]([OH:10])=[O:9]. (4) Given the reactants [H-].[Na+].[CH2:3](P(=O)(OCC)OCC)[P:4](=[O:11])([O:8]CC)[O:5]CC.O, predict the reaction product. The product is: [PH:4](=[O:5])([O-:11])[O-:8].[C+4:3].[C+4:3].[C+4:3].[C+4:3].[C+4:3].[C+4:3].[C+4:3].[C+4:3].[C+4:3].[C+4:3].[C+4:3].[C+4:3].[C+4:3].[C+4:3].[C+4:3].[PH:4](=[O:5])([O-:11])[O-:8].[PH:4](=[O:5])([O-:11])[O-:8].[PH:4](=[O:5])([O-:11])[O-:8].[PH:4](=[O:5])([O-:11])[O-:8].[PH:4](=[O:5])([O-:11])[O-:8].[PH:4](=[O:5])([O-:11])[O-:8].[PH:4](=[O:5])([O-:11])[O-:8].[PH:4](=[O:5])([O-:11])[O-:8].[PH:4](=[O:5])([O-:11])[O-:8].[PH:4](=[O:5])([O-:11])[O-:8].[PH:4](=[O:5])([O-:11])[O-:8].[PH:4](=[O:5])([O-:11])[O-:8].[PH:4](=[O:5])([O-:11])[O-:8].[PH:4](=[O:5])([O-:11])[O-:8].[PH:4](=[O:5])([O-:11])[O-:8].[PH:4](=[O:5])([O-:11])[O-:8].[PH:4](=[O:5])([O-:11])[O-:8].[PH:4](=[O:5])([O-:11])[O-:8].[PH:4](=[O:5])([O-:11])[O-:8].[PH:4](=[O:5])([O-:11])[O-:8].[PH:4](=[O:5])([O-:11])[O-:8].[PH:4](=[O:5])([O-:11])[O-:8].[PH:4](=[O:5])([O-:11])[O-:8].[PH:4](=[O:5])([O-:11])[O-:8].[PH:4](=[O:5])([O-:11])[O-:8].[PH:4](=[O:5])([O-:11])[O-:8].[PH:4](=[O:5])([O-:11])[O-:8].[PH:4](=[O:5])([O-:11])[O-:8].[PH:4](=[O:5])([O-:11])[O-:8]. (5) Given the reactants [CH3:1][O:2][C:3]([CH3:26])([CH3:25])[C:4]#[C:5][C:6]1[S:10][C:9]([C:11]([O:13][CH3:14])=[O:12])=[C:8]([NH:15][CH2:16][C:17]([N:19]2[CH2:24][CH2:23][O:22][CH2:21][CH2:20]2)=[O:18])[CH:7]=1.N1C=CC=CC=1.[CH3:33][C@H:34]1[CH2:39][CH2:38][C@H:37]([C:40](Cl)=[O:41])[CH2:36][CH2:35]1, predict the reaction product. The product is: [CH3:1][O:2][C:3]([CH3:26])([CH3:25])[C:4]#[C:5][C:6]1[S:10][C:9]([C:11]([O:13][CH3:14])=[O:12])=[C:8]([N:15]([C:40]([C@H:37]2[CH2:38][CH2:39][C@H:34]([CH3:33])[CH2:35][CH2:36]2)=[O:41])[CH2:16][C:17]([N:19]2[CH2:24][CH2:23][O:22][CH2:21][CH2:20]2)=[O:18])[CH:7]=1.